This data is from NCI-60 drug combinations with 297,098 pairs across 59 cell lines. The task is: Regression. Given two drug SMILES strings and cell line genomic features, predict the synergy score measuring deviation from expected non-interaction effect. Drug 1: CS(=O)(=O)C1=CC(=C(C=C1)C(=O)NC2=CC(=C(C=C2)Cl)C3=CC=CC=N3)Cl. Drug 2: CC(CN1CC(=O)NC(=O)C1)N2CC(=O)NC(=O)C2. Cell line: 786-0. Synergy scores: CSS=7.08, Synergy_ZIP=-6.76, Synergy_Bliss=-2.64, Synergy_Loewe=-2.50, Synergy_HSA=-0.366.